Predict the reactants needed to synthesize the given product. From a dataset of Full USPTO retrosynthesis dataset with 1.9M reactions from patents (1976-2016). (1) Given the product [C:1]([C:3]1[CH:4]=[CH:5][C:6]([C:9]2[N:13]3[CH:14]=[C:15]([C:18]4[CH:19]=[CH:20][C:21]([C:22]([N:60]([CH3:59])[CH2:61][C:62]([N:64]5[CH2:65][CH2:66][O:67][CH2:68][CH2:69]5)=[O:63])=[O:23])=[CH:25][CH:26]=4)[CH:16]=[CH:17][C:12]3=[N:11][CH:10]=2)=[CH:7][CH:8]=1)#[N:2], predict the reactants needed to synthesize it. The reactants are: [C:1]([C:3]1[CH:8]=[CH:7][C:6]([C:9]2[N:13]3[CH:14]=[C:15]([C:18]4[CH:26]=[CH:25][C:21]([C:22](O)=[O:23])=[CH:20][CH:19]=4)[CH:16]=[CH:17][C:12]3=[N:11][CH:10]=2)=[CH:5][CH:4]=1)#[N:2].CN(C(ON1N=NC2C=CC=NC1=2)=[N+](C)C)C.F[P-](F)(F)(F)(F)F.CN1CCOCC1.Cl.[CH3:59][NH:60][CH2:61][C:62]([N:64]1[CH2:69][CH2:68][O:67][CH2:66][CH2:65]1)=[O:63]. (2) The reactants are: [O:1]1[C:5]2[CH:6]=[CH:7][CH:8]=[CH:9][C:4]=2[N:3]=[CH:2]1.[BH4-].[Na+].C(O)(=O)C.[NH4+].[Cl-]. Given the product [CH3:2][NH:3][C:4]1[CH:9]=[CH:8][CH:7]=[CH:6][C:5]=1[OH:1], predict the reactants needed to synthesize it. (3) Given the product [Cl:9][C:4]1[CH:3]=[C:2]([NH2:1])[C:7]([C:13]2[CH2:14][CH2:15][S:10][CH2:11][CH:12]=2)=[CH:6][N:5]=1, predict the reactants needed to synthesize it. The reactants are: [NH2:1][C:2]1[C:7](Br)=[CH:6][N:5]=[C:4]([Cl:9])[CH:3]=1.[S:10]1[CH2:15][CH:14]=[C:13](B2OC(C)(C)C(C)(C)O2)[CH2:12][CH2:11]1.C1(P(C2CCCCC2)C2CCCCC2)CCCCC1.[O-]P([O-])([O-])=O.[K+].[K+].[K+]. (4) Given the product [Si:1]([O:8][C@@H:9]1[CH2:13][CH2:12][C@H:11]([CH2:14][PH:15](=[O:20])[O:16][CH:17]([CH3:18])[CH3:19])[CH2:10]1)([C:4]([CH3:7])([CH3:6])[CH3:5])([CH3:3])[CH3:2], predict the reactants needed to synthesize it. The reactants are: [Si:1]([O:8][CH:9]1[CH2:13][CH2:12][C:11]([CH2:14][PH:15](=[O:20])[O:16][CH:17]([CH3:19])[CH3:18])=[CH:10]1)([C:4]([CH3:7])([CH3:6])[CH3:5])([CH3:3])[CH3:2]. (5) Given the product [Cl:35][C:23]1[N:22]=[CH:21][C:20]2[CH:19]=[C:18]3[N:26]([C:25]=2[CH:24]=1)[CH2:27][C:28](=[O:29])[CH2:16][CH2:17]3, predict the reactants needed to synthesize it. The reactants are: CC([O-])(C)C.[K+].C1COCC1.C(OC(=O)[CH2:16][CH2:17][C:18]1[N:26]([CH2:27][C:28](OC(C)(C)C)=[O:29])[C:25]2[CH:24]=[C:23]([Cl:35])[N:22]=[CH:21][C:20]=2[CH:19]=1)C.Cl. (6) Given the product [F:1][C:2]1[CH:3]=[C:4]([C:13]2[CH:18]=[CH:17][CH:16]=[CH:15][C:14]=2[C:19]([F:22])([F:20])[F:21])[C:5]2[O:9][CH:8]([CH2:10][NH:11][C:33](=[O:34])[O:35][CH2:36][C:37]3[CH:42]=[CH:41][CH:40]=[CH:39][CH:38]=3)[CH2:7][C:6]=2[CH:12]=1, predict the reactants needed to synthesize it. The reactants are: [F:1][C:2]1[CH:3]=[C:4]([C:13]2[CH:18]=[CH:17][CH:16]=[CH:15][C:14]=2[C:19]([F:22])([F:21])[F:20])[C:5]2[O:9][CH:8]([CH2:10][NH2:11])[CH2:7][C:6]=2[CH:12]=1.C(N(C(C)C)CC)(C)C.Cl[C:33]([O:35][CH2:36][C:37]1[CH:42]=[CH:41][CH:40]=[CH:39][CH:38]=1)=[O:34].C(OC(=O)NCC1CC2C=CC=C(C3CCCC3)C=2O1)C1C=CC=CC=1.